This data is from Forward reaction prediction with 1.9M reactions from USPTO patents (1976-2016). The task is: Predict the product of the given reaction. (1) The product is: [Br:1][C:2]1[CH:7]=[CH:6][C:5]([NH:8][C:9](=[O:19])[N:10]([CH:12]2[CH2:13][CH2:14][CH:15]([O:18][Si:21]([C:24]([CH3:27])([CH3:26])[CH3:25])([CH3:23])[CH3:22])[CH2:16][CH2:17]2)[CH3:11])=[C:4]([F:20])[CH:3]=1. Given the reactants [Br:1][C:2]1[CH:7]=[CH:6][C:5]([NH:8][C:9](=[O:19])[N:10]([C@H:12]2[CH2:17][CH2:16][C@@H:15]([OH:18])[CH2:14][CH2:13]2)[CH3:11])=[C:4]([F:20])[CH:3]=1.[Si:21](Cl)([C:24]([CH3:27])([CH3:26])[CH3:25])([CH3:23])[CH3:22].N1C=CN=C1.CN(C)C=O, predict the reaction product. (2) Given the reactants [CH3:1][N:2]([CH3:10])[S:3]([CH2:6][CH2:7][CH2:8]Cl)(=[O:5])=[O:4].[CH3:11][NH:12][CH3:13].C(=O)([O-])[O-].[K+].[K+].[I-].[K+], predict the reaction product. The product is: [CH3:1][N:2]([CH3:10])[S:3]([CH2:6][CH2:7][CH2:8][N:12]([CH3:13])[CH3:11])(=[O:5])=[O:4]. (3) The product is: [O:1]1[C:5]2[CH:6]=[CH:7][C:8]([CH:10]=[N:36][C:18]([O:17][Si:16]([CH3:31])([CH3:30])[CH3:12])=[CH2:19])=[CH:9][C:4]=2[CH:3]=[CH:2]1. Given the reactants [O:1]1[C:5]2[CH:6]=[CH:7][C:8]([CH:10]=O)=[CH:9][C:4]=2[CH:3]=[CH:2]1.[C:12]([Si:16]([CH3:31])([CH3:30])[O:17][CH2:18][CH2:19]OC1C=CC(I)=CC=1C=O)(C)(C)C.C[Si]([NH:36][Si](C)(C)C)(C)C.C([Li])CCC.C[Si](Cl)(C)C.C(N(CC)CC)C.C(Cl)(=O)C, predict the reaction product. (4) Given the reactants [CH2:1]([NH2:3])[CH3:2].C(#N)C.[Cl:7][C:8]1[CH:9]=[C:10]([C:15]2([C:32]([F:35])([F:34])[F:33])[CH2:19][CH2:18][N:17]([C:20]3[S:21][C:22]4[C:28]([C:29](Cl)=[O:30])=[CH:27][CH:26]=[CH:25][C:23]=4[N:24]=3)[CH2:16]2)[CH:11]=[C:12]([Cl:14])[CH:13]=1, predict the reaction product. The product is: [Cl:14][C:12]1[CH:11]=[C:10]([C:15]2([C:32]([F:33])([F:35])[F:34])[CH2:19][CH2:18][N:17]([C:20]3[S:21][C:22]4[C:28]([C:29]([NH:3][CH2:1][CH3:2])=[O:30])=[CH:27][CH:26]=[CH:25][C:23]=4[N:24]=3)[CH2:16]2)[CH:9]=[C:8]([Cl:7])[CH:13]=1. (5) Given the reactants [CH:1]([C:3]1[CH:4]=[C:5](B(O)O)[CH:6]=[CH:7][C:8]=1[O:9][CH3:10])=[O:2].Br[C:15]1[CH:16]=[N:17][CH:18]=[CH:19][CH:20]=1.C(=O)([O-])[O-].[Cs+].[Cs+], predict the reaction product. The product is: [CH3:10][O:9][C:8]1[CH:7]=[CH:6][C:5]([C:15]2[CH:16]=[N:17][CH:18]=[CH:19][CH:20]=2)=[CH:4][C:3]=1[CH:1]=[O:2]. (6) Given the reactants Br[CH2:2][CH2:3][CH2:4][C:5]([O:7][CH3:8])=[O:6].[CH3:9][O:10][C:11](=[O:27])[C:12]1[CH:17]=[CH:16][C:15]([Cl:18])=[CH:14][C:13]=1[NH:19][C:20]([O:22][C:23]([CH3:26])([CH3:25])[CH3:24])=[O:21].C([O-])([O-])=O.[Cs+].[Cs+], predict the reaction product. The product is: [CH3:9][O:10][C:11](=[O:27])[C:12]1[CH:17]=[CH:16][C:15]([Cl:18])=[CH:14][C:13]=1[N:19]([C:20]([O:22][C:23]([CH3:24])([CH3:26])[CH3:25])=[O:21])[CH2:2][CH2:3][CH2:4][C:5]([O:7][CH3:8])=[O:6]. (7) Given the reactants [F:1][C:2]1[CH:11]=[CH:10][CH:9]=[CH:8][C:3]=1[C:4]([NH:6][NH2:7])=[O:5].[NH2:12][C:13]1[C:14]([C:20](O)=[O:21])=[N:15][C:16]([Br:19])=[CH:17][N:18]=1.CN(C(ON1N=NC2C=CC=CC1=2)=[N+](C)C)C.[B-](F)(F)(F)F.CCN(C(C)C)C(C)C, predict the reaction product. The product is: [NH2:12][C:13]1[C:14]([C:20]([NH:7][NH:6][C:4]([C:3]2[CH:8]=[CH:9][CH:10]=[CH:11][C:2]=2[F:1])=[O:5])=[O:21])=[N:15][C:16]([Br:19])=[CH:17][N:18]=1.